Dataset: Catalyst prediction with 721,799 reactions and 888 catalyst types from USPTO. Task: Predict which catalyst facilitates the given reaction. (1) Reactant: C1([CH:4]([C:6]2[CH:11]=[CH:10][CH:9]=[CH:8][C:7]=2[O:12][CH3:13])[OH:5])CC1.[H-].[Na+].[N+]([C:19]1[CH:20]=[C:21](S(OC[C@@H]2OC2)(=O)=O)[CH:22]=[CH:23][CH:24]=1)([O-])=O.[OH2:33]. Product: [CH:22]1([CH:21]([O:5][CH2:4][C:6]2[CH:11]=[CH:10][CH:9]=[CH:8][C:7]=2[O:12][CH3:13])[C@H:20]2[CH2:19][O:33]2)[CH2:23][CH2:24]1. The catalyst class is: 9. (2) Reactant: [CH2:1]1[C:4]2([CH2:9][CH2:8][N:7]([C:10]([O:12][C:13]([CH3:16])([CH3:15])[CH3:14])=[O:11])[CH2:6][CH2:5]2)[CH2:3][NH:2]1.Br[C:18]1[N:23]=[CH:22][C:21]([C:24]#[N:25])=[CH:20][CH:19]=1.[O-]P([O-])([O-])=O.[K+].[K+].[K+].CC(C1C=C(C(C)C)C(C2C=CC=CC=2P(C2CCCCC2)C2CCCCC2)=C(C(C)C)C=1)C. Product: [C:13]([O:12][C:10]([N:7]1[CH2:6][CH2:5][C:4]2([CH2:3][N:2]([C:18]3[CH:19]=[CH:20][C:21]([C:24]#[N:25])=[CH:22][N:23]=3)[CH2:1]2)[CH2:9][CH2:8]1)=[O:11])([CH3:16])([CH3:15])[CH3:14]. The catalyst class is: 62. (3) Reactant: [C:1]([SiH2:5][O:6][C:7]([CH3:30])([CH3:29])[C:8]1[CH:9]=[N:10][N:11]([C:13]2[C:18](F)=[CH:17][C:16]([N:20]3[CH2:24][C@H:23]([CH2:25][OH:26])[O:22][C:21]3=[O:27])=[CH:15][C:14]=2[F:28])[CH:12]=1)([CH3:4])([CH3:3])[CH3:2].C(N(CC)CC)C.[CH3:38][S:39](Cl)(=[O:41])=[O:40]. Product: [CH3:38][S:39]([O:26][CH2:25][C@@H:23]1[O:22][C:21](=[O:27])[N:20]([C:16]2[CH:17]=[CH:18][C:13]([N:11]3[CH:12]=[C:8]([C:7]([CH3:30])([CH3:29])[O:6][SiH2:5][C:1]([CH3:4])([CH3:3])[CH3:2])[CH:9]=[N:10]3)=[C:14]([F:28])[CH:15]=2)[CH2:24]1)(=[O:41])=[O:40]. The catalyst class is: 4. (4) Reactant: FC(F)(F)C(O)=O.[CH3:8][O:9][C:10]1[C:15]([CH3:16])=[CH:14][N:13]=[C:12]([CH2:17][N:18]2[C:28]3[C:29]4[C:20]([CH2:21][CH2:22][S:23][C:24]=4[N:25]=[C:26]([N:30](C(OC(C)(C)C)=O)C(OC(C)(C)C)=O)[N:27]=3)=[N:19]2)[C:11]=1[CH3:45].NC1N=C(Cl)C(C(O)CC=C)=C(Cl)N=1. Product: [CH3:8][O:9][C:10]1[C:15]([CH3:16])=[CH:14][N:13]=[C:12]([CH2:17][N:18]2[C:28]3[C:29]4[C:20]([CH2:21][CH2:22][S:23][C:24]=4[N:25]=[C:26]([NH2:30])[N:27]=3)=[N:19]2)[C:11]=1[CH3:45]. The catalyst class is: 4. (5) Reactant: [H-].[Al+3].[Li+].[H-].[H-].[H-].[NH2:7][C@H:8]([C:12]1[CH:17]=[CH:16][C:15]([F:18])=[CH:14][CH:13]=1)[C:9](O)=[O:10].O.C([O-])([O-])=O.[K+].[K+]. Product: [NH2:7][C@H:8]([C:12]1[CH:17]=[CH:16][C:15]([F:18])=[CH:14][CH:13]=1)[CH2:9][OH:10]. The catalyst class is: 1. (6) Reactant: [BH4-].[Na+].[CH3:3][C:4]1([CH3:24])[C:8]([CH3:10])([CH3:9])[O:7][B:6]([C:11]2[CH:23]=[CH:22][C:14]([O:15][CH2:16][C:17](OCC)=[O:18])=[CH:13][CH:12]=2)[O:5]1.O1CCCC1.C(O)C. Product: [CH3:9][C:8]1([CH3:10])[C:4]([CH3:3])([CH3:24])[O:5][B:6]([C:11]2[CH:23]=[CH:22][C:14]([O:15][CH2:16][CH2:17][OH:18])=[CH:13][CH:12]=2)[O:7]1. The catalyst class is: 6. (7) Reactant: [CH:1]1[N:5]=[C:4]([NH2:6])[S:3][CH:2]=1.[CH3:7][C:8]#N.[Cl:10][CH2:11][CH2:12][C:13]1[CH:21]=[CH:20][C:16]([C:17]([OH:19])=O)=[CH:15][CH:14]=1.F[P-](F)(F)(F)(F)F.N1(O[P+](N(C)C)(N(C)C)N(C)C)[C:33]2[CH:34]=[CH:35][CH:36]=[CH:37][C:32]=2N=N1.C[CH2:50][O:51][C:52]([CH3:54])=O. Product: [CH2:33]([C:32]1[CH:37]=[CH:54][C:52]([O:51][CH3:50])=[C:7]([C:1]2[N:5]=[C:4]([NH:6][C:17](=[O:19])[C:16]3[CH:15]=[CH:14][C:13]([CH2:12][CH2:11][Cl:10])=[CH:21][CH:20]=3)[S:3][CH:2]=2)[CH:8]=1)[CH2:34][CH2:35][CH3:36]. The catalyst class is: 424. (8) Reactant: [CH3:1][CH:2]1[CH2:4][CH:3]1[C:5](=O)[CH2:6][C:7]#[N:8].O.[NH2:11][NH2:12]. Product: [CH3:1][C@H:2]1[CH2:4][C@H:3]1[C:5]1[CH:6]=[C:7]([NH2:8])[NH:12][N:11]=1. The catalyst class is: 8. (9) Reactant: [C:1]([O:5][C:6]([NH:8][C@H:9]([C:27]([O:29][C:30]([CH3:33])([CH3:32])[CH3:31])=[O:28])[CH2:10][C@H:11]([CH2:19][C:20]1[CH:25]=[CH:24][C:23]([OH:26])=[CH:22][CH:21]=1)[C:12]([O:14][C:15]([CH3:18])([CH3:17])[CH3:16])=[O:13])=[O:7])([CH3:4])([CH3:3])[CH3:2].C(=O)([O-])[O-].[K+].[K+].I[CH2:41][CH2:42][CH2:43][F:44]. Product: [C:1]([O:5][C:6]([NH:8][C@H:9]([C:27]([O:29][C:30]([CH3:33])([CH3:32])[CH3:31])=[O:28])[CH2:10][C@H:11]([CH2:19][C:20]1[CH:25]=[CH:24][C:23]([O:26][CH2:41][CH2:42][CH2:43][F:44])=[CH:22][CH:21]=1)[C:12]([O:14][C:15]([CH3:16])([CH3:18])[CH3:17])=[O:13])=[O:7])([CH3:2])([CH3:3])[CH3:4]. The catalyst class is: 9.